This data is from Reaction yield outcomes from USPTO patents with 853,638 reactions. The task is: Predict the reaction yield, written as a fraction of the theoretical maximum amount of product (1.0 means a 100% yield; for example, 0.34 means a 34% yield). The reactants are [Cl:1]C(OC(Cl)C)=O.C([N:21]1[CH2:24][CH:23]([C:25]2[C:29]3[CH:30]=[CH:31][CH:32]=[CH:33][C:28]=3[O:27][CH:26]=2)[CH2:22]1)(C1C=CC=CC=1)C1C=CC=CC=1.C(O)C. The catalyst is ClCCl. The product is [ClH:1].[O:27]1[C:28]2[CH:33]=[CH:32][CH:31]=[CH:30][C:29]=2[C:25]([CH:23]2[CH2:22][NH:21][CH2:24]2)=[CH:26]1. The yield is 1.30.